Predict the reactants needed to synthesize the given product. From a dataset of Full USPTO retrosynthesis dataset with 1.9M reactions from patents (1976-2016). (1) Given the product [CH3:17][C:18]1[CH:19]=[C:20]([CH:21]=[CH:22][CH:23]=1)[O:24][CH2:2][CH2:3][CH2:4][CH2:5][NH2:6], predict the reactants needed to synthesize it. The reactants are: Br[CH2:2][CH2:3][CH2:4][CH2:5][N:6]1C(=O)C2=CC=CC=C2C1=O.[CH3:17][C:18]1[CH:19]=[C:20]([OH:24])[CH:21]=[CH:22][CH:23]=1. (2) Given the product [ClH:29].[ClH:1].[NH2:22][C:21](=[N:20]/[N:19]=[C:17](/[C:13]1[CH:12]=[C:11]([NH:10][C:8](=[O:9])[C:7]2[CH:6]=[CH:5][C:4]([NH:3][C:30]3[C:39]4[C:34](=[CH:35][CH:36]=[CH:37][CH:38]=4)[N:33]=[CH:32][CH:31]=3)=[CH:25][CH:24]=2)[CH:16]=[CH:15][CH:14]=1)\[CH3:18])[NH2:23], predict the reactants needed to synthesize it. The reactants are: [ClH:1].Cl.[NH2:3][C:4]1[CH:25]=[CH:24][C:7]([C:8]([NH:10][C:11]2[CH:16]=[CH:15][CH:14]=[C:13](/[C:17](=[N:19]/[N:20]=[C:21]([NH2:23])[NH2:22])/[CH3:18])[CH:12]=2)=[O:9])=[CH:6][CH:5]=1.CCO.[Cl:29][C:30]1[C:39]2[C:34](=[CH:35][CH:36]=[CH:37][CH:38]=2)[N:33]=[CH:32][CH:31]=1.Cl. (3) Given the product [C:1]1([S:7]([N:10]2[C:14]3=[N:15][CH:16]=[CH:17][CH:18]=[C:13]3[CH:12]=[C:11]2[C:19]([O:26][S:43]([C:40]2[CH:41]=[CH:42][C:37]([CH3:57])=[CH:38][CH:39]=2)(=[O:45])=[O:44])=[CH:20][CH:21]2[CH2:25][CH2:24][CH2:23][O:22]2)(=[O:9])=[O:8])[CH:2]=[CH:3][CH:4]=[CH:5][CH:6]=1, predict the reactants needed to synthesize it. The reactants are: [C:1]1([S:7]([N:10]2[C:14]3=[N:15][CH:16]=[CH:17][CH:18]=[C:13]3[CH:12]=[C:11]2[C:19](=[O:26])[CH2:20][CH:21]2[CH2:25][CH2:24][CH2:23][O:22]2)(=[O:9])=[O:8])[CH:6]=[CH:5][CH:4]=[CH:3][CH:2]=1.C[Si]([N-][Si](C)(C)C)(C)C.[Li+].[C:37]1([CH3:57])[CH:42]=[CH:41][C:40]([S:43](O[S:43]([C:40]2[CH:41]=[CH:42][C:37]([CH3:57])=[CH:38][CH:39]=2)(=[O:45])=[O:44])(=[O:45])=[O:44])=[CH:39][CH:38]=1.